Dataset: Forward reaction prediction with 1.9M reactions from USPTO patents (1976-2016). Task: Predict the product of the given reaction. (1) Given the reactants Cl[C:2]1[N:7]=[C:6]([C:8]([F:11])([F:10])[F:9])[N:5]=[C:4]([C:12]2[CH:13]=[C:14]([S:18]([NH2:21])(=[O:20])=[O:19])[CH:15]=[CH:16][CH:17]=2)[C:3]=1[C:22]1[CH:27]=[CH:26][CH:25]=[CH:24][CH:23]=1.[N+:28]([C:31]1[CH:32]=[CH:33][C:34]([N:37]2[CH2:42][CH2:41][NH:40][CH2:39][CH2:38]2)=[N:35][CH:36]=1)([O-:30])=[O:29], predict the reaction product. The product is: [N+:28]([C:31]1[CH:32]=[CH:33][C:34]([N:37]2[CH2:38][CH2:39][N:40]([C:2]3[N:7]=[C:6]([C:8]([F:11])([F:10])[F:9])[N:5]=[C:4]([C:12]4[CH:13]=[C:14]([S:18]([NH2:21])(=[O:20])=[O:19])[CH:15]=[CH:16][CH:17]=4)[C:3]=3[C:22]3[CH:27]=[CH:26][CH:25]=[CH:24][CH:23]=3)[CH2:41][CH2:42]2)=[N:35][CH:36]=1)([O-:30])=[O:29]. (2) Given the reactants [CH3:1][Si:2]([CH3:15])([CH3:14])[CH2:3][CH2:4][O:5][CH2:6][N:7]1[CH:11]=[CH:10][C:9]([CH2:12][OH:13])=[N:8]1, predict the reaction product. The product is: [CH3:1][Si:2]([CH3:15])([CH3:14])[CH2:3][CH2:4][O:5][CH2:6][N:7]1[CH:11]=[CH:10][C:9]([CH:12]=[O:13])=[N:8]1.